Dataset: Full USPTO retrosynthesis dataset with 1.9M reactions from patents (1976-2016). Task: Predict the reactants needed to synthesize the given product. (1) Given the product [C:1]([O:5][C:6]([NH:8][C:9]1[S:13][C:12]([C:14]2[C:15]([F:21])=[CH:16][CH:17]=[CH:18][C:19]=2[F:20])=[N:11][C:10]=1[C:22]([OH:24])=[O:23])=[O:7])([CH3:4])([CH3:2])[CH3:3], predict the reactants needed to synthesize it. The reactants are: [C:1]([O:5][C:6]([NH:8][C:9]1[S:13][C:12]([C:14]2[C:19]([F:20])=[CH:18][CH:17]=[CH:16][C:15]=2[F:21])=[N:11][C:10]=1[C:22]([O:24]C)=[O:23])=[O:7])([CH3:4])([CH3:3])[CH3:2].O.[OH-].[Li+].O.Cl. (2) Given the product [C:1]1([C:7]2[CH:14]=[CH:13][CH:12]=[C:9]([CH:10]=[N:21][C:20]3[CH:22]=[CH:23][C:17]([I:16])=[CH:18][CH:19]=3)[C:8]=2[OH:15])[CH:6]=[CH:5][CH:4]=[CH:3][CH:2]=1, predict the reactants needed to synthesize it. The reactants are: [C:1]1([C:7]2[CH:14]=[CH:13][CH:12]=[C:9]([CH:10]=O)[C:8]=2[OH:15])[CH:6]=[CH:5][CH:4]=[CH:3][CH:2]=1.[I:16][C:17]1[CH:23]=[CH:22][C:20]([NH2:21])=[CH:19][CH:18]=1.C1(C)C=CC(S(O)(=O)=O)=CC=1.C(=O)([O-])O.[Na+].